From a dataset of Forward reaction prediction with 1.9M reactions from USPTO patents (1976-2016). Predict the product of the given reaction. (1) Given the reactants [N:1]1([CH2:6][CH2:7][O:8][C:9]2[CH:18]=[C:17]3[C:12]([C:13](=[O:19])[CH2:14][CH2:15][O:16]3)=[CH:11][CH:10]=2)[CH:5]=[CH:4][N:3]=[CH:2]1.OS(O)(=O)=O.[S:25]1[CH:29]=[CH:28][CH:27]=[C:26]1[CH:30]=O, predict the reaction product. The product is: [N:1]1([CH2:6][CH2:7][O:8][C:9]2[CH:18]=[C:17]3[C:12]([C:13](=[O:19])/[C:14](=[CH:30]/[C:26]4[S:25][CH:29]=[CH:28][CH:27]=4)/[CH2:15][O:16]3)=[CH:11][CH:10]=2)[CH:5]=[CH:4][N:3]=[CH:2]1. (2) Given the reactants [I:1]I.[CH3:3][O:4][C:5]1[CH:10]=[CH:9][C:8]([C@H:11]2[CH2:14][C@H:13]([C:15]([O:17][CH3:18])=[O:16])[CH2:12]2)=[CH:7][CH:6]=1, predict the reaction product. The product is: [I:1][C:10]1[CH:9]=[C:8]([C@H:11]2[CH2:12][C@H:13]([C:15]([O:17][CH3:18])=[O:16])[CH2:14]2)[CH:7]=[CH:6][C:5]=1[O:4][CH3:3]. (3) Given the reactants [N:1]([C:4]1[C:21]([F:22])=[C:20]([F:23])[C:7]([C:8]([NH:10][CH2:11][CH2:12][CH2:13][CH2:14][CH2:15][CH2:16][CH2:17][CH2:18][OH:19])=[O:9])=[C:6]([F:24])[C:5]=1[F:25])=[N+:2]=[N-:3].C(N(CC)CC)C.[O:33]=[P:34](Cl)(Cl)Cl.[OH2:38].C1C[O:42]CC1, predict the reaction product. The product is: [P:34]([OH:33])([OH:42])([O:19][CH2:18][CH2:17][CH2:16][CH2:15][CH2:14][CH2:13][CH2:12][CH2:11][NH:10][C:8](=[O:9])[C:7]1[C:6]([F:24])=[C:5]([F:25])[C:4]([N:1]=[N+:2]=[N-:3])=[C:21]([F:22])[C:20]=1[F:23])=[O:38]. (4) Given the reactants Cl.NO.[OH-:4].[K+].[CH3:6][C:7]1[CH:12]=[CH:11][CH:10]=[CH:9][C:8]=1[C:13]1[CH:18]=[CH:17][CH:16]=[CH:15][C:14]=1[CH2:19][C:20]#[N:21].[NH2:22]O.[C:24]([C:30]([O:32]C)=O)#[C:25][C:26]([O:28][CH3:29])=[O:27], predict the reaction product. The product is: [CH3:29][O:28][C:26]([C:25]1[N:21]=[C:20]([CH2:19][C:14]2[CH:15]=[CH:16][CH:17]=[CH:18][C:13]=2[C:8]2[CH:9]=[CH:10][CH:11]=[CH:12][C:7]=2[CH3:6])[NH:22][C:30](=[O:32])[C:24]=1[OH:4])=[O:27]. (5) Given the reactants Br[C:2]1[C:3]([C:16]2[CH:21]=[CH:20][CH:19]=[CH:18][CH:17]=2)=[N:4][C:5]2[C:10]([N:11]=1)=[CH:9][C:8]([C:12]([O:14]C)=[O:13])=[CH:7][CH:6]=2.[CH3:22][O:23][C:24]1[CH:29]=[CH:28][C:27](B(O)O)=[CH:26][CH:25]=1, predict the reaction product. The product is: [CH3:22][O:23][C:24]1[CH:29]=[CH:28][C:27]([C:2]2[C:3]([C:16]3[CH:17]=[CH:18][CH:19]=[CH:20][CH:21]=3)=[N:4][C:5]3[C:10]([N:11]=2)=[CH:9][C:8]([C:12]([OH:14])=[O:13])=[CH:7][CH:6]=3)=[CH:26][CH:25]=1. (6) Given the reactants [C:1]1([CH2:7][N:8]2[CH2:13][CH2:12][CH:11]([CH2:14][CH2:15][C:16]([C:18]3[N:19](S(C4C=CC=CC=4)(=O)=O)[C:20]4[C:25]([CH:26]=3)=[CH:24][C:23]([N+:27]([O-:29])=[O:28])=[CH:22][CH:21]=4)=[O:17])[CH2:10][CH2:9]2)[CH:6]=[CH:5][CH:4]=[CH:3][CH:2]=1, predict the reaction product. The product is: [C:1]1([CH2:7][N:8]2[CH2:9][CH2:10][CH:11]([CH2:14][CH2:15][C:16]([C:18]3[NH:19][C:20]4[C:25]([CH:26]=3)=[CH:24][C:23]([N+:27]([O-:29])=[O:28])=[CH:22][CH:21]=4)=[O:17])[CH2:12][CH2:13]2)[CH:6]=[CH:5][CH:4]=[CH:3][CH:2]=1.